Dataset: Forward reaction prediction with 1.9M reactions from USPTO patents (1976-2016). Task: Predict the product of the given reaction. (1) Given the reactants [OH:1][C:2]1[CH:3]=[CH:4][C:5]2[CH2:6][C@H:7]3[N:18]([C:19]([O:21][C:22]([CH3:25])([CH3:24])[CH3:23])=[O:20])[CH2:17][CH2:16][C@@:13]4([C:14]=2[CH:15]=1)[C@H:8]3[CH2:9][CH2:10][CH2:11][CH2:12]4.C(=O)([O-])[O-].[K+].[K+].Br[CH2:33][CH2:34][CH2:35][Cl:36], predict the reaction product. The product is: [Cl:36][CH2:35][CH2:34][CH2:33][O:1][C:2]1[CH:3]=[CH:4][C:5]2[CH2:6][C@H:7]3[N:18]([C:19]([O:21][C:22]([CH3:25])([CH3:24])[CH3:23])=[O:20])[CH2:17][CH2:16][C@@:13]4([C:14]=2[CH:15]=1)[C@H:8]3[CH2:9][CH2:10][CH2:11][CH2:12]4. (2) Given the reactants CC(C)([O-])C.[K+].[CH2:7]([O:14][CH2:15][CH2:16][OH:17])[C:8]1[CH:13]=[CH:12][CH:11]=[CH:10][CH:9]=1.Cl[C:19]1[N:26]=[C:25]([NH:27][CH2:28][CH3:29])[CH:24]=[CH:23][C:20]=1[C:21]#[N:22], predict the reaction product. The product is: [CH2:7]([O:14][CH2:15][CH2:16][O:17][C:19]1[N:26]=[C:25]([NH:27][CH2:28][CH3:29])[CH:24]=[CH:23][C:20]=1[C:21]#[N:22])[C:8]1[CH:13]=[CH:12][CH:11]=[CH:10][CH:9]=1.